Regression. Given two drug SMILES strings and cell line genomic features, predict the synergy score measuring deviation from expected non-interaction effect. From a dataset of NCI-60 drug combinations with 297,098 pairs across 59 cell lines. (1) Drug 1: C1=NC2=C(N1)C(=S)N=C(N2)N. Drug 2: CCCCCOC(=O)NC1=NC(=O)N(C=C1F)C2C(C(C(O2)C)O)O. Cell line: TK-10. Synergy scores: CSS=23.8, Synergy_ZIP=-6.22, Synergy_Bliss=0.442, Synergy_Loewe=-10.6, Synergy_HSA=0.717. (2) Drug 1: C1CC(=O)NC(=O)C1N2CC3=C(C2=O)C=CC=C3N. Drug 2: CC(CN1CC(=O)NC(=O)C1)N2CC(=O)NC(=O)C2. Cell line: HS 578T. Synergy scores: CSS=20.6, Synergy_ZIP=-1.89, Synergy_Bliss=7.73, Synergy_Loewe=0.506, Synergy_HSA=6.34. (3) Drug 1: CC1=C(C(CCC1)(C)C)C=CC(=CC=CC(=CC(=O)O)C)C. Drug 2: C(CC(=O)O)C(=O)CN.Cl. Cell line: HT29. Synergy scores: CSS=6.31, Synergy_ZIP=-4.60, Synergy_Bliss=-1.10, Synergy_Loewe=-0.755, Synergy_HSA=-0.756. (4) Drug 1: CN(C)C1=NC(=NC(=N1)N(C)C)N(C)C. Drug 2: C1=CC=C(C=C1)NC(=O)CCCCCCC(=O)NO. Cell line: A498. Synergy scores: CSS=-1.78, Synergy_ZIP=0.134, Synergy_Bliss=1.85, Synergy_Loewe=-11.7, Synergy_HSA=-3.06. (5) Drug 1: C1=CC(=CC=C1CCC2=CNC3=C2C(=O)NC(=N3)N)C(=O)NC(CCC(=O)O)C(=O)O. Drug 2: N.N.Cl[Pt+2]Cl. Cell line: COLO 205. Synergy scores: CSS=22.1, Synergy_ZIP=-1.17, Synergy_Bliss=-7.71, Synergy_Loewe=-31.2, Synergy_HSA=-11.7. (6) Drug 1: C1CCC(CC1)NC(=O)N(CCCl)N=O. Drug 2: CN(C(=O)NC(C=O)C(C(C(CO)O)O)O)N=O. Cell line: DU-145. Synergy scores: CSS=-0.0720, Synergy_ZIP=-2.26, Synergy_Bliss=-4.09, Synergy_Loewe=-4.51, Synergy_HSA=-4.84.